Dataset: Full USPTO retrosynthesis dataset with 1.9M reactions from patents (1976-2016). Task: Predict the reactants needed to synthesize the given product. (1) Given the product [CH2:1]([O:3][C:4]([C:6]1[C:7]2[C:15]([CH3:16])=[N:14][NH:13][C:8]=2[N:9]=[C:10]([Br:19])[CH:11]=1)=[O:5])[CH3:2], predict the reactants needed to synthesize it. The reactants are: [CH2:1]([O:3][C:4]([C:6]1[C:7]2[C:15]([CH3:16])=[N:14][NH:13][C:8]=2[N:9]=[C:10](O)[CH:11]=1)=[O:5])[CH3:2].P(Br)(Br)([Br:19])=O.C([O-])(=O)C.[K+]. (2) Given the product [F:1][C:2]([F:11])([F:12])[C:3]1[CH:10]=[CH:9][C:6]([CH2:7][O:8][C:13]([N:39]2[CH2:40][CH2:41][CH2:42][C@@H:37]([C:33]3[CH:34]=[CH:35][CH:36]=[C:31]([O:30][C:28]([C:27]([O:26][CH3:25])=[O:44])([CH3:29])[CH3:43])[CH:32]=3)[CH2:38]2)=[O:14])=[CH:5][CH:4]=1, predict the reactants needed to synthesize it. The reactants are: [F:1][C:2]([F:12])([F:11])[C:3]1[CH:10]=[CH:9][C:6]([CH2:7][OH:8])=[CH:5][CH:4]=1.[C:13](N1C=CN=C1)(N1C=CN=C1)=[O:14].[CH3:25][O:26][C:27](=[O:44])[C:28]([CH3:43])([O:30][C:31]1[CH:36]=[CH:35][CH:34]=[C:33]([C@@H:37]2[CH2:42][CH2:41][CH2:40][NH:39][CH2:38]2)[CH:32]=1)[CH3:29]. (3) The reactants are: [S-:1][C:2]#[N:3].[K+].[F:5][CH:6]([F:15])[O:7][C:8]1[N:13]=[CH:12][C:11]([NH2:14])=[CH:10][CH:9]=1.BrBr.O. Given the product [F:15][CH:6]([F:5])[O:7][C:8]1[N:13]=[C:12]2[S:1][C:2]([NH2:3])=[N:14][C:11]2=[CH:10][CH:9]=1, predict the reactants needed to synthesize it. (4) Given the product [CH2:1]([O:8][C:9]([N:11]1[CH2:16][CH2:15][CH2:14][CH2:13][C@H:12]1[C:17]1[NH:21][C:20]2[CH:22]=[CH:23][C:24]([C:26]#[C:27][C:27]#[C:26][C:24]3[CH:23]=[CH:22][C:20]4[NH:21][C:17]([C@@H:12]5[CH2:13][CH2:14][CH2:15][CH2:16][N:11]5[C:9]([O:8][CH2:1][C:2]5[CH:7]=[CH:6][CH:5]=[CH:4][CH:3]=5)=[O:10])=[N:18][C:19]=4[CH:25]=3)=[CH:25][C:19]=2[N:18]=1)=[O:10])[C:2]1[CH:3]=[CH:4][CH:5]=[CH:6][CH:7]=1, predict the reactants needed to synthesize it. The reactants are: [CH2:1]([O:8][C:9]([N:11]1[CH2:16][CH2:15][CH2:14][CH2:13][C@H:12]1[C:17]1[NH:21][C:20]2[CH:22]=[CH:23][C:24]([C:26]#[CH:27])=[CH:25][C:19]=2[N:18]=1)=[O:10])[C:2]1[CH:7]=[CH:6][CH:5]=[CH:4][CH:3]=1. (5) Given the product [Br:32][C:33]1[CH:34]=[C:35]2[C:40](=[CH:41][CH:42]=1)[CH:39]=[C:38]([C:43]1[N:44]=[C:45]([C@@H:48]3[CH2:53][C@@H:52]4[C@@H:50]([CH2:51]4)[N:49]3[C:60](=[O:61])[C@@H:59]([NH:58][C:56](=[O:57])[O:55][CH3:54])[CH:63]([CH3:65])[CH3:64])[NH:46][CH:47]=1)[CH:37]=[CH:36]2, predict the reactants needed to synthesize it. The reactants are: CN(C(ON1N=NC2C=CC=NC1=2)=[N+](C)C)C.F[P-](F)(F)(F)(F)F.C(O)(C(F)(F)F)=O.[Br:32][C:33]1[CH:34]=[C:35]2[C:40](=[CH:41][CH:42]=1)[CH:39]=[C:38]([C:43]1[N:44]=[C:45]([C@@H:48]3[CH2:53][C@@H:52]4[C@@H:50]([CH2:51]4)[NH:49]3)[NH:46][CH:47]=1)[CH:37]=[CH:36]2.[CH3:54][O:55][C:56]([NH:58][C@@H:59]([CH:63]([CH3:65])[CH3:64])[C:60](O)=[O:61])=[O:57].CCN(C(C)C)C(C)C. (6) The reactants are: [F:1][C:2]([F:13])([F:12])[C:3]1[CH:4]=[C:5](B(O)O)[CH:6]=[CH:7][CH:8]=1.C(N(CC)CC)C.[OH:21][C:22]1[CH:23]=[C:24]2[C:28](=[CH:29][CH:30]=1)[CH2:27][C@H:26]([NH:31][S:32]([CH:35]([CH3:37])[CH3:36])(=[O:34])=[O:33])[CH2:25]2. Given the product [F:1][C:2]([F:13])([F:12])[C:3]1[CH:4]=[C:5]([CH:6]=[CH:7][CH:8]=1)[O:21][C:22]1[CH:23]=[C:24]2[C:28](=[CH:29][CH:30]=1)[CH2:27][C@H:26]([NH:31][S:32]([CH:35]([CH3:37])[CH3:36])(=[O:34])=[O:33])[CH2:25]2, predict the reactants needed to synthesize it. (7) Given the product [ClH:25].[CH3:23][C:20]1([O:19][S:16](=[O:18])(=[O:17])[NH2:15])[CH2:22][CH2:21]1, predict the reactants needed to synthesize it. The reactants are: C(OC(=O)N[C@]1(C([NH:15][S:16]([O:19][C:20]2([CH3:23])[CH2:22][CH2:21]2)(=[O:18])=[O:17])=O)C[C@H]1CC)(C)(C)C.[ClH:25].O1CCOCC1. (8) Given the product [C:14]([C:13]1[C:8]([C:6]2[CH:7]=[C:2]([F:1])[CH:3]=[CH:4][C:5]=2[O:29][CH3:30])=[C:9]2[CH:18]=[C:17]([C:42]3[CH2:43][CH:44]4[N:11]([C:31]([O:32][C:6]([CH3:8])([CH3:7])[CH3:5])=[O:34])[CH:10]([CH:41]=3)[CH2:9][CH2:18]4)[NH:16][C:10]2=[N:11][CH:12]=1)#[N:15], predict the reactants needed to synthesize it. The reactants are: [F:1][C:2]1[CH:3]=[CH:4][C:5]([O:29][CH3:30])=[C:6]([C:8]2[C:13]([C:14]#[N:15])=[CH:12][N:11]=[C:10]3[N:16](S(C4C=CC=CC=4)(=O)=O)[C:17](I)=[CH:18][C:9]=23)[CH:7]=1.[C:31](=[O:34])([O-])[O-:32].[Na+].[Na+].[OH-].[Li+].Cl.O1[CH2:44][CH2:43][CH2:42][CH2:41]1.